This data is from Catalyst prediction with 721,799 reactions and 888 catalyst types from USPTO. The task is: Predict which catalyst facilitates the given reaction. (1) Reactant: [Br:1]N1C(C)(C)C(=O)N(Br)C1=O.[CH3:12][CH:13]1[CH:18]([C:19]([O:21][CH3:22])=[O:20])[C:17](=[O:23])[CH:16]=[CH:15][CH2:14]1.C(NC(C)C)(C)C. Product: [Br:1][C:16]1[C:17]([OH:23])=[C:18]([C:13]([CH3:12])=[CH:14][CH:15]=1)[C:19]([O:21][CH3:22])=[O:20]. The catalyst class is: 2. (2) Reactant: [Cl:1][C:2]1[CH:7]=[CH:6][C:5]([S:8]([N:11]([C@H:19]([CH2:23][CH:24]([CH3:26])[CH3:25])[C:20]([NH2:22])=[O:21])[CH2:12][CH:13]2[CH2:18][CH2:17][NH:16][CH2:15][CH2:14]2)(=[O:10])=[O:9])=[CH:4][CH:3]=1.CCN(CC)CC.Cl.[C:35](Cl)(=[O:42])[C:36]1[CH:41]=[CH:40][N:39]=[CH:38][CH:37]=1.C([O-])(O)=O.[Na+]. Product: [Cl:1][C:2]1[CH:7]=[CH:6][C:5]([S:8]([N:11]([C@H:19]([CH2:23][CH:24]([CH3:26])[CH3:25])[C:20]([NH2:22])=[O:21])[CH2:12][CH:13]2[CH2:14][CH2:15][N:16]([C:35]([C:36]3[CH:41]=[CH:40][N:39]=[CH:38][CH:37]=3)=[O:42])[CH2:17][CH2:18]2)(=[O:9])=[O:10])=[CH:4][CH:3]=1. The catalyst class is: 91. (3) Reactant: [Cl:1][C:2]1[CH:3]=[CH:4][C:5]([C:8]([OH:10])=O)=[N:6][CH:7]=1.C(Cl)(=O)C([Cl:14])=O.CN(C)C=O. Product: [Cl:1][C:2]1[CH:3]=[CH:4][C:5]([C:8]([Cl:14])=[O:10])=[N:6][CH:7]=1. The catalyst class is: 4. (4) Reactant: Cl.[CH2:2]([N:4]1[CH:8]=[C:7]([CH2:9][N:10]2[C:15]3[CH:16]=[C:17]([C:19]4[CH:24]=[CH:23][CH:22]=[CH:21][CH:20]=4)[S:18][C:14]=3[C:13](=[O:25])[N:12]([CH:26]3[CH2:31][CH2:30][NH:29][CH2:28][CH2:27]3)[C:11]2=[O:32])[CH:6]=[N:5]1)[CH3:3].[CH2:33]([O:35][C:36]1[C:45]([O:46][CH3:47])=[CH:44][C:43]2[C:42]([C:48]3[CH:56]=[CH:55][C:51]([C:52](O)=[O:53])=[CH:50][CH:49]=3)=[N:41][C@@H:40]3[CH2:57][CH2:58][S:59][CH2:60][C@@H:39]3[C:38]=2[CH:37]=1)[CH3:34].CCN=C=NCCCN(C)C.C1C=C2N=NN(O)C2=CC=1.O.S([O-])(O)(=O)=O.[K+]. Product: [CH2:33]([O:35][C:36]1[C:45]([O:46][CH3:47])=[CH:44][C:43]2[C:42]([C:48]3[CH:49]=[CH:50][C:51]([C:52]([N:29]4[CH2:30][CH2:31][CH:26]([N:12]5[C:13](=[O:25])[C:14]6[S:18][C:17]([C:19]7[CH:24]=[CH:23][CH:22]=[CH:21][CH:20]=7)=[CH:16][C:15]=6[N:10]([CH2:9][C:7]6[CH:6]=[N:5][N:4]([CH2:2][CH3:3])[CH:8]=6)[C:11]5=[O:32])[CH2:27][CH2:28]4)=[O:53])=[CH:55][CH:56]=3)=[N:41][C@@H:40]3[CH2:57][CH2:58][S:59][CH2:60][C@@H:39]3[C:38]=2[CH:37]=1)[CH3:34]. The catalyst class is: 34. (5) Reactant: [C:1]1([C:7]2[CH:12]=[CH:11][C:10]([OH:13])=[CH:9][CH:8]=2)[CH:6]=[CH:5][CH:4]=[CH:3][CH:2]=1.[I-:14].[Na+].[OH-].[Na+].Cl[O-].[Na+].S([O-])([O-])(=O)=S.[Na+].[Na+].Cl. Product: [I:14][C:11]1[CH:12]=[C:7]([C:1]2[CH:2]=[CH:3][CH:4]=[CH:5][CH:6]=2)[CH:8]=[CH:9][C:10]=1[OH:13]. The catalyst class is: 5. (6) Reactant: [N+:1]([C:4]1[CH:5]=[C:6]([CH:23]=[CH:24][CH:25]=1)[CH2:7][NH:8][C:9]1[CH:10]=[C:11]([NH:15]C(=O)OC(C)(C)C)[CH:12]=[CH:13][CH:14]=1)([O-:3])=[O:2].[ClH:26]. Product: [ClH:26].[ClH:26].[N+:1]([C:4]1[CH:5]=[C:6]([CH:23]=[CH:24][CH:25]=1)[CH2:7][NH:8][C:9]1[CH:14]=[CH:13][CH:12]=[C:11]([NH2:15])[CH:10]=1)([O-:3])=[O:2]. The catalyst class is: 12.